Dataset: Catalyst prediction with 721,799 reactions and 888 catalyst types from USPTO. Task: Predict which catalyst facilitates the given reaction. (1) Reactant: N1CCCC1.[CH2:6]([N:8]([CH2:11][CH3:12])[CH2:9][CH3:10])[CH3:7].[CH:13]([N:26]1[CH2:29][CH:28]([O:30][S:31]([CH3:34])(=[O:33])=[O:32])[CH2:27]1)([C:20]1[CH:25]=[CH:24][CH:23]=[CH:22][CH:21]=1)[C:14]1[CH:19]=[CH:18][CH:17]=[CH:16][CH:15]=1.O. Product: [CH:13]([N:26]1[CH2:29][CH:28]([O:30][S:31]([CH3:34])(=[O:33])=[O:32])[CH2:27]1)([C:20]1[CH:25]=[CH:24][CH:23]=[CH:22][CH:21]=1)[C:14]1[CH:15]=[CH:16][CH:17]=[CH:18][CH:19]=1.[CH:13]([N:26]1[CH2:27][CH:6]([N:8]2[CH2:11][CH2:12][CH2:10][CH2:9]2)[CH2:7]1)([C:20]1[CH:21]=[CH:22][CH:23]=[CH:24][CH:25]=1)[C:14]1[CH:19]=[CH:18][CH:17]=[CH:16][CH:15]=1. The catalyst class is: 3. (2) Reactant: [CH:1]1([C:6]2[NH:7][C:8]3[CH2:9][C:10]([CH3:38])([CH3:37])[CH2:11][C:12](=[O:36])[C:13]=3[CH:14]([C:28]3[CH:33]=[CH:32][C:31]([F:34])=[C:30]([F:35])[CH:29]=3)[C:15]=2[C:16](=[O:27])[C:17]2[CH:22]=[CH:21][C:20]([C:23]([F:26])([F:25])[F:24])=[CH:19][CH:18]=2)[CH2:5][CH2:4][CH2:3][CH2:2]1.N1C=CC=CC=1. Product: [CH:1]1([C:6]2[C:15]([C:16](=[O:27])[C:17]3[CH:18]=[CH:19][C:20]([C:23]([F:26])([F:24])[F:25])=[CH:21][CH:22]=3)=[C:14]([C:28]3[CH:33]=[CH:32][C:31]([F:34])=[C:30]([F:35])[CH:29]=3)[C:13]3[C:12](=[O:36])[CH2:11][C:10]([CH3:38])([CH3:37])[CH2:9][C:8]=3[N:7]=2)[CH2:5][CH2:4][CH2:3][CH2:2]1. The catalyst class is: 485.